This data is from Full USPTO retrosynthesis dataset with 1.9M reactions from patents (1976-2016). The task is: Predict the reactants needed to synthesize the given product. (1) The reactants are: [F:1][C:2]([F:21])([F:20])[S:3]([O:6][C:7]1[CH2:8][CH2:9][N:10](C(OC(C)(C)C)=O)[CH2:11][CH:12]=1)(=[O:5])=[O:4].[ClH:22]. Given the product [Cl-:22].[F:21][C:2]([F:1])([F:20])[S:3]([O:6][C:7]1[CH2:12][CH2:11][NH2+:10][CH2:9][CH:8]=1)(=[O:5])=[O:4], predict the reactants needed to synthesize it. (2) Given the product [F:1][C:2]1[CH:7]=[CH:6][C:5]([C:8]([F:11])([F:10])[F:9])=[CH:4][C:3]=1[NH:12][C:13](=[O:14])[NH:15][C:16]1[CH:17]=[CH:18][C:19]([C:22]2[C:26]3=[N:27][CH:28]=[CH:29][CH:30]=[C:25]3[NH:24][C:23]=2[C:31]([NH2:33])=[O:32])=[CH:20][CH:21]=1, predict the reactants needed to synthesize it. The reactants are: [F:1][C:2]1[CH:7]=[CH:6][C:5]([C:8]([F:11])([F:10])[F:9])=[CH:4][C:3]=1[N:12]=[C:13]=[O:14].[NH2:15][C:16]1[CH:21]=[CH:20][C:19]([C:22]2[C:26]3=[N:27][CH:28]=[CH:29][CH:30]=[C:25]3[NH:24][C:23]=2[C:31]([NH2:33])=[O:32])=[CH:18][CH:17]=1. (3) Given the product [C:1]([C:5]1[O:9][N:8]=[C:7]([NH:10][C:11]([NH:13][C:14]2[CH:19]=[CH:18][CH:17]=[C:16]([O:20][C:22]3[C:31]4[C:26](=[CH:27][CH:28]=[C:29]([CH3:32])[CH:30]=4)[N:25]=[CH:24][N:23]=3)[CH:15]=2)=[O:12])[CH:6]=1)([CH3:4])([CH3:2])[CH3:3], predict the reactants needed to synthesize it. The reactants are: [C:1]([C:5]1[O:9][N:8]=[C:7]([NH:10][C:11]([NH:13][C:14]2[CH:19]=[CH:18][CH:17]=[C:16]([OH:20])[CH:15]=2)=[O:12])[CH:6]=1)([CH3:4])([CH3:3])[CH3:2].O[C:22]1[C:31]2[C:26](=[CH:27][CH:28]=[C:29]([CH3:32])[CH:30]=2)[N:25]=[CH:24][N:23]=1. (4) Given the product [C:27]([O:31][C:32]([NH:34][C:35]1[CH:58]=[CH:57][C:38]([CH2:39][N:40]2[CH2:44][CH2:43][N:42]([C:45]3[S:49][C:48]([C:50]([OH:52])=[O:51])=[C:47]([CH3:55])[CH:46]=3)[C:41]2=[O:56])=[CH:37][CH:36]=1)=[O:33])([CH3:30])([CH3:28])[CH3:29], predict the reactants needed to synthesize it. The reactants are: CC1C=C(N2CCN(CCOC3C=CC=CC=3)C2=O)SC=1C(OCC)=O.[C:27]([O:31][C:32]([NH:34][C:35]1[CH:58]=[CH:57][C:38]([CH2:39][N:40]2[CH2:44][CH2:43][N:42]([C:45]3[S:49][C:48]([C:50]([O:52]CC)=[O:51])=[C:47]([CH3:55])[CH:46]=3)[C:41]2=[O:56])=[CH:37][CH:36]=1)=[O:33])([CH3:30])([CH3:29])[CH3:28]. (5) Given the product [C:1]([C:3]1[CH:8]=[CH:7][C:6]([CH:9]2[CH2:14][CH2:13][N:12]([C:15]([C:17]3[CH:18]=[CH:19][C:20]([CH3:37])=[C:21]([NH:23][S:24]([C:27]4[CH:28]=[C:29]([CH:34]=[CH:35][CH:36]=4)[C:30]([OH:32])=[O:31])(=[O:26])=[O:25])[CH:22]=3)=[O:16])[CH2:11][CH2:10]2)=[CH:5][CH:4]=1)#[N:2], predict the reactants needed to synthesize it. The reactants are: [C:1]([C:3]1[CH:8]=[CH:7][C:6]([CH:9]2[CH2:14][CH2:13][N:12]([C:15]([C:17]3[CH:18]=[CH:19][C:20]([CH3:37])=[C:21]([NH:23][S:24]([C:27]4[CH:28]=[C:29]([CH:34]=[CH:35][CH:36]=4)[C:30]([O:32]C)=[O:31])(=[O:26])=[O:25])[CH:22]=3)=[O:16])[CH2:11][CH2:10]2)=[CH:5][CH:4]=1)#[N:2].O.[OH-].[Li+]. (6) Given the product [CH3:24][CH:25]1[CH2:30][CH2:29][CH2:28][N:27]([C:19]([C:16]2[CH:15]=[CH:14][C:13]3[NH:12][CH:11]4[CH2:22][CH2:23][N:8]([C:6]([O:5][C:1]([CH3:3])([CH3:2])[CH3:4])=[O:7])[CH2:9][CH:10]4[C:18]=3[CH:17]=2)=[O:20])[CH2:26]1, predict the reactants needed to synthesize it. The reactants are: [C:1]([O:5][C:6]([N:8]1[CH2:23][CH2:22][C:11]2[NH:12][C:13]3[CH:14]=[CH:15][C:16]([C:19](O)=[O:20])=[CH:17][C:18]=3[C:10]=2[CH2:9]1)=[O:7])([CH3:4])([CH3:3])[CH3:2].[CH3:24][CH:25]1[CH2:30][CH2:29][CH2:28][NH:27][CH2:26]1.C(N(C(C)C)CC)(C)C.CN(C(ON1N=NC2C=CC=NC1=2)=[N+](C)C)C.F[P-](F)(F)(F)(F)F. (7) Given the product [Cl:1][C:2]1[C:9]([CH3:10])=[C:8]([N:11]2[C:15](=[O:16])[C:14]3([CH2:20][CH2:19][CH2:18][CH:17]3[OH:21])[N:13]([CH3:22])[C:12]2=[O:24])[CH:7]=[CH:6][C:3]=1[C:4]#[N:5], predict the reactants needed to synthesize it. The reactants are: [Cl:1][C:2]1[C:9]([CH3:10])=[C:8]([N:11]2[C:15](=[O:16])[C:14]3([CH2:20][CH2:19][CH2:18][CH:17]3[OH:21])[N:13]([CH3:22])[C:12]2=S)[CH:7]=[CH:6][C:3]=1[C:4]#[N:5].[O-:24]I(=O)(=O)=O.[Na+]. (8) Given the product [CH2:18]([O:1][C:2]1[CH:3]=[N:4][CH:5]=[C:6]([CH:11]=1)[C:7]([O:9][CH3:10])=[O:8])[C:19]1[CH:24]=[CH:23][CH:22]=[CH:21][CH:20]=1, predict the reactants needed to synthesize it. The reactants are: [OH:1][C:2]1[CH:3]=[N:4][CH:5]=[C:6]([CH:11]=1)[C:7]([O:9][CH3:10])=[O:8].C(=O)([O-])[O-].[K+].[K+].[CH2:18](Br)[C:19]1[CH:24]=[CH:23][CH:22]=[CH:21][CH:20]=1.